Dataset: Forward reaction prediction with 1.9M reactions from USPTO patents (1976-2016). Task: Predict the product of the given reaction. (1) Given the reactants [C:1]1([CH:8]=[CH:7][CH:6]=[C:4]([OH:5])[CH:3]=1)[OH:2].CN(C)[CH:11]=[O:12], predict the reaction product. The product is: [CH2:1]([O:2][C:11](=[O:12])[C:6]([O:2][C:1]1[CH:8]=[CH:7][CH:6]=[C:4]([OH:5])[CH:3]=1)([CH3:4])[CH2:7][CH3:8])[CH3:3]. (2) Given the reactants [Br:1][C:2]1[CH:3]=[C:4](F)[C:5]([CH2:8][C:9]([O:11][CH2:12][CH3:13])=[O:10])=[N:6][CH:7]=1.[H-].[Na+].[N:17]([CH2:20][C:21]1[CH:26]=[CH:25][C:24]([O:27][CH3:28])=[CH:23][CH:22]=1)=[C:18]=[S:19].O, predict the reaction product. The product is: [Br:1][C:2]1[CH:3]=[C:4]2[S:19][C:18]([NH:17][CH2:20][C:21]3[CH:26]=[CH:25][C:24]([O:27][CH3:28])=[CH:23][CH:22]=3)=[C:8]([C:9]([O:11][CH2:12][CH3:13])=[O:10])[C:5]2=[N:6][CH:7]=1. (3) Given the reactants [NH2:1][C@@H:2]([CH2:6][CH3:7])[C:3]([OH:5])=[O:4].C(=O)([O-])[O-].[Na+].[Na+].[C:14](Cl)(=[O:23])[O:15][CH2:16][C:17]1[CH:22]=[CH:21][CH:20]=[CH:19][CH:18]=1, predict the reaction product. The product is: [CH2:16]([O:15][C:14]([NH:1][C@@H:2]([CH2:6][CH3:7])[C:3]([OH:5])=[O:4])=[O:23])[C:17]1[CH:22]=[CH:21][CH:20]=[CH:19][CH:18]=1.